Dataset: Forward reaction prediction with 1.9M reactions from USPTO patents (1976-2016). Task: Predict the product of the given reaction. (1) Given the reactants [Cl:1][C:2]1[CH:3]=[C:4]([C@@H:12]([CH2:16][CH:17]2[CH2:22][CH2:21][C:20](=[O:23])[CH2:19][CH2:18]2)[C:13](O)=[O:14])[CH:5]=[CH:6][C:7]=1[S:8]([CH3:11])(=[O:10])=[O:9].C1(P(C2C=CC=CC=2)C2C=CC=CC=2)C=CC=CC=1.BrN1C(=O)CCC1=O.[NH2:51][C:52]1[CH:57]=[CH:56][C:55]([Cl:58])=[CH:54][N:53]=1.N1C(C)=CC=CC=1C, predict the reaction product. The product is: [Cl:1][C:2]1[CH:3]=[C:4]([C@@H:12]([CH2:16][CH:17]2[CH2:18][CH2:19][C:20](=[O:23])[CH2:21][CH2:22]2)[C:13]([NH:51][C:52]2[CH:57]=[CH:56][C:55]([Cl:58])=[CH:54][N:53]=2)=[O:14])[CH:5]=[CH:6][C:7]=1[S:8]([CH3:11])(=[O:9])=[O:10]. (2) Given the reactants [CH:1]1([OH:6])[CH2:5][CH2:4][CH2:3][CH2:2]1.Cl[C:8]1[N:9]=[C:10]([OH:18])[C:11]2[CH:17]=[CH:16][N:15]=[CH:14][C:12]=2[N:13]=1, predict the reaction product. The product is: [CH:1]1([O:6][C:8]2[NH:9][C:10](=[O:18])[C:11]3[CH:17]=[CH:16][N:15]=[CH:14][C:12]=3[N:13]=2)[CH2:5][CH2:4][CH2:3][CH2:2]1. (3) Given the reactants C([O:4][CH2:5][C@@:6]([NH:26]C(=O)C)([CH3:25])[CH2:7][CH2:8][C:9]1[O:10][C:11]([C:14]#[C:15][CH2:16][O:17][C:18]2[CH:23]=[CH:22][C:21]([Cl:24])=[CH:20][CH:19]=2)=[CH:12][CH:13]=1)(=O)C.O1CCCC1.CO.O.[OH-].[Li+], predict the reaction product. The product is: [NH2:26][C@:6]([CH3:25])([CH2:7][CH2:8][C:9]1[O:10][C:11]([C:14]#[C:15][CH2:16][O:17][C:18]2[CH:19]=[CH:20][C:21]([Cl:24])=[CH:22][CH:23]=2)=[CH:12][CH:13]=1)[CH2:5][OH:4]. (4) Given the reactants [CH3:1][O:2][C:3]([C:5]1[C:10]([NH2:11])=[N:9][CH:8]=[CH:7][N:6]=1)=[O:4].[Br:12]Br, predict the reaction product. The product is: [NH2:11][C:10]1[C:5]([C:3]([O:2][CH3:1])=[O:4])=[N:6][C:7]([Br:12])=[CH:8][N:9]=1. (5) Given the reactants [CH2:1]([O:8][C:9]([NH:11][CH2:12][CH2:13][N:14]1[C:19]2[CH:20]=[C:21]([C:25]([O:27]C)=[O:26])[C:22]([CH3:24])=[CH:23][C:18]=2[O:17][C:16]([CH3:39])([C:29]2[CH:34]=[CH:33][CH:32]=[C:31]([C:35]([F:38])([F:37])[F:36])[CH:30]=2)[C:15]1=[O:40])=[O:10])[C:2]1[CH:7]=[CH:6][CH:5]=[CH:4][CH:3]=1.[OH-].[Na+], predict the reaction product. The product is: [CH2:1]([O:8][C:9]([NH:11][CH2:12][CH2:13][N:14]1[C:19]2[CH:20]=[C:21]([C:25]([OH:27])=[O:26])[C:22]([CH3:24])=[CH:23][C:18]=2[O:17][C:16]([CH3:39])([C:29]2[CH:34]=[CH:33][CH:32]=[C:31]([C:35]([F:38])([F:37])[F:36])[CH:30]=2)[C:15]1=[O:40])=[O:10])[C:2]1[CH:7]=[CH:6][CH:5]=[CH:4][CH:3]=1. (6) The product is: [N+:8]([C:5]1[CH:6]=[CH:7][C:2]([C:15]2[CH:16]=[CH:17][C:12]([CH3:11])=[CH:13][CH:14]=2)=[N:3][CH:4]=1)([O-:10])=[O:9]. Given the reactants Cl[C:2]1[CH:7]=[CH:6][C:5]([N+:8]([O-:10])=[O:9])=[CH:4][N:3]=1.[CH3:11][C:12]1[CH:17]=[CH:16][C:15](B(O)O)=[CH:14][CH:13]=1.C(=O)([O-])[O-].[Na+].[Na+], predict the reaction product. (7) The product is: [CH:22]1([C:12]2[CH:13]=[C:14]([CH:16]3[CH2:17][CH2:18][CH2:19][CH2:20][CH2:21]3)[CH:15]=[C:7]([CH:1]3[CH2:6][CH2:5][CH2:4][CH2:3][CH2:2]3)[C:8]=2[C:9]([O-:11])=[O:10])[CH2:27][CH2:26][CH2:25][CH2:24][CH2:23]1.[Na+:32]. Given the reactants [CH:1]1([C:7]2[CH:15]=[C:14]([CH:16]3[CH2:21][CH2:20][CH2:19][CH2:18][CH2:17]3)[CH:13]=[C:12]([CH:22]3[CH2:27][CH2:26][CH2:25][CH2:24][CH2:23]3)[C:8]=2[C:9]([OH:11])=[O:10])[CH2:6][CH2:5][CH2:4][CH2:3][CH2:2]1.C(=O)([O-])O.[Na+:32].C(C(C)=O)C(C)C, predict the reaction product. (8) Given the reactants C([O-])(=O)C.Cl.[F:6][C:7]1[CH:8]=[CH:9][C:10]2[N:16]([S:17]([C:20]3[CH:25]=[CH:24][C:23]([CH3:26])=[CH:22][CH:21]=3)(=[O:19])=[O:18])[CH2:15][CH2:14][CH:13](C#N)[C:12](=[O:29])[C:11]=2[CH:30]=1.[OH-].[Na+], predict the reaction product. The product is: [F:6][C:7]1[CH:8]=[CH:9][C:10]2[N:16]([S:17]([C:20]3[CH:25]=[CH:24][C:23]([CH3:26])=[CH:22][CH:21]=3)(=[O:18])=[O:19])[CH2:15][CH2:14][CH2:13][C:12](=[O:29])[C:11]=2[CH:30]=1. (9) Given the reactants [CH2:1]([O:8][C:9]1[CH:14]=[C:13]([O:15][CH2:16][C:17]2[CH:22]=[CH:21][CH:20]=[CH:19][CH:18]=2)[C:12]([N:23]=[N+:24]=[N-:25])=[CH:11][C:10]=1[CH:26]([CH3:28])[CH3:27])[C:2]1[CH:7]=[CH:6][CH:5]=[CH:4][CH:3]=1.[C:29]([N:31]([CH2:39][C:40]1[CH:45]=[CH:44][C:43]([N:46]2[CH2:51][CH2:50][O:49][CH2:48][CH2:47]2)=[CH:42][CH:41]=1)[C:32](=[O:38])[O:33][C:34]([CH3:37])([CH3:36])[CH3:35])#[CH:30].CCOC(C)=O.O, predict the reaction product. The product is: [C:34]([O:33][C:32](=[O:38])[N:31]([C:29]1[N:23]([C:12]2[CH:11]=[C:10]([CH:26]([CH3:28])[CH3:27])[C:9]([O:8][CH2:1][C:2]3[CH:3]=[CH:4][CH:5]=[CH:6][CH:7]=3)=[CH:14][C:13]=2[O:15][CH2:16][C:17]2[CH:18]=[CH:19][CH:20]=[CH:21][CH:22]=2)[N:24]=[N:25][CH:30]=1)[CH2:39][C:40]1[CH:45]=[CH:44][C:43]([N:46]2[CH2:47][CH2:48][O:49][CH2:50][CH2:51]2)=[CH:42][CH:41]=1)([CH3:37])([CH3:36])[CH3:35]. (10) Given the reactants [OH:1][C:2]1[C:11]2[C:6](=[CH:7][CH:8]=[CH:9][CH:10]=2)[N:5]([NH:12][CH2:13][CH:14]([CH3:16])[CH3:15])[C:4](=[O:17])[C:3]=1[C:18]1[NH:23][C:22]2[CH:24]=[CH:25][C:26]([OH:28])=[CH:27][C:21]=2[S:20](=[O:30])(=[O:29])[N:19]=1.C(=O)([O-])[O-].[Cs+].[Cs+].Br[C:38]1[C:43]([N+:44]([O-:46])=[O:45])=[CH:42][CH:41]=[CH:40][N:39]=1, predict the reaction product. The product is: [OH:1][C:2]1[C:11]2[C:6](=[CH:7][CH:8]=[CH:9][CH:10]=2)[N:5]([NH:12][CH2:13][CH:14]([CH3:15])[CH3:16])[C:4](=[O:17])[C:3]=1[C:18]1[NH:23][C:22]2[CH:24]=[CH:25][C:26]([O:28][C:38]3[C:43]([N+:44]([O-:46])=[O:45])=[CH:42][CH:41]=[CH:40][N:39]=3)=[CH:27][C:21]=2[S:20](=[O:29])(=[O:30])[N:19]=1.